Dataset: Forward reaction prediction with 1.9M reactions from USPTO patents (1976-2016). Task: Predict the product of the given reaction. (1) Given the reactants [CH:1]([NH:4][C:5]1[C:14]2[C:9](=[CH:10][C:11]([O:20][CH2:21][CH2:22][CH2:23][S:24]([CH3:39])(=[N:26]S(C3C=CC([N+]([O-])=O)=CC=3)(=O)=O)=[O:25])=[C:12]([C:15]([O:17][CH2:18][CH3:19])=[O:16])[CH:13]=2)[N:8]=[CH:7][N:6]=1)([CH3:3])[CH3:2].C(=O)([O-])[O-].[Cs+].[Cs+].C1(S)C=CC=CC=1, predict the reaction product. The product is: [CH:1]([NH:4][C:5]1[C:14]2[C:9](=[CH:10][C:11]([O:20][CH2:21][CH2:22][CH2:23][S:24]([CH3:39])(=[NH:26])=[O:25])=[C:12]([C:15]([O:17][CH2:18][CH3:19])=[O:16])[CH:13]=2)[N:8]=[CH:7][N:6]=1)([CH3:3])[CH3:2]. (2) The product is: [NH2:1][C:2]1[CH:3]=[N:4][CH:5]=[C:6]([C:10]=1[CH3:11])[C:7]([O:9][CH3:17])=[O:8]. Given the reactants [NH2:1][C:2]1[CH:3]=[N:4][CH:5]=[C:6]([C:10]=1[CH3:11])[C:7]([OH:9])=[O:8].OS(O)(=O)=O.[CH3:17]O, predict the reaction product.